Regression. Given a peptide amino acid sequence and an MHC pseudo amino acid sequence, predict their binding affinity value. This is MHC class I binding data. From a dataset of Peptide-MHC class I binding affinity with 185,985 pairs from IEDB/IMGT. (1) The binding affinity (normalized) is 0.487. The peptide sequence is IQYRQQLEL. The MHC is HLA-A02:01 with pseudo-sequence HLA-A02:01. (2) The peptide sequence is YCNYSKFWY. The MHC is HLA-A26:01 with pseudo-sequence HLA-A26:01. The binding affinity (normalized) is 0. (3) The peptide sequence is VQKVNPAPK. The MHC is HLA-B07:02 with pseudo-sequence HLA-B07:02. The binding affinity (normalized) is 0.0847.